From a dataset of Full USPTO retrosynthesis dataset with 1.9M reactions from patents (1976-2016). Predict the reactants needed to synthesize the given product. (1) Given the product [F:8][C:6]1[CH:5]=[CH:4][C:3]([S:9]([N:12]2[CH2:17][CH2:16][N:15]([CH2:18][C:19]3[CH:24]=[CH:23][C:22]([O:25][CH3:26])=[CH:21][CH:20]=3)[CH2:14][CH2:13]2)(=[O:11])=[O:10])=[C:2]([C:30]2[CH:31]=[CH:32][N:27]=[CH:28][CH:29]=2)[CH:7]=1, predict the reactants needed to synthesize it. The reactants are: Br[C:2]1[CH:7]=[C:6]([F:8])[CH:5]=[CH:4][C:3]=1[S:9]([N:12]1[CH2:17][CH2:16][N:15]([CH2:18][C:19]2[CH:24]=[CH:23][C:22]([O:25][CH3:26])=[CH:21][CH:20]=2)[CH2:14][CH2:13]1)(=[O:11])=[O:10].[N:27]1[CH:32]=[CH:31][C:30](B(O)O)=[CH:29][CH:28]=1.C(=O)([O-])[O-].[Na+].[Na+].COCCOC. (2) Given the product [F:14][C:15]1[CH:21]=[C:20]([I:22])[CH:19]=[CH:18][C:16]=1[NH:17][C:2]1[C:3]([C:11]([OH:13])=[O:12])=[N:4][N:5]([CH3:10])[C:6](=[O:9])[C:7]=1[CH3:8], predict the reactants needed to synthesize it. The reactants are: Cl[C:2]1[C:3]([C:11]([OH:13])=[O:12])=[N:4][N:5]([CH3:10])[C:6](=[O:9])[C:7]=1[CH3:8].[F:14][C:15]1[CH:21]=[C:20]([I:22])[CH:19]=[CH:18][C:16]=1[NH2:17].[Li+].C[Si]([N-][Si](C)(C)C)(C)C.